Dataset: Full USPTO retrosynthesis dataset with 1.9M reactions from patents (1976-2016). Task: Predict the reactants needed to synthesize the given product. (1) Given the product [F:11][C:2]([F:1])([F:10])[CH2:3][CH2:4][C:5]1[NH:6][C:7]([C:25]([OH:27])=[O:26])=[CH:8][CH:9]=1, predict the reactants needed to synthesize it. The reactants are: [F:1][C:2]([F:11])([F:10])[CH2:3][CH2:4][C:5]1[NH:6][CH:7]=[CH:8][CH:9]=1.ClC(Cl)(Cl)C(Cl)=O.[OH-].[Li+].C(O)(=O)CC(CC(O)=O)([C:25]([OH:27])=[O:26])O. (2) Given the product [CH2:6]([N:13]1[CH2:18][CH2:17][N:16]([CH3:1])[CH:15]([CH2:19][C:20]2[CH:21]=[CH:22][C:23]([O:26][CH3:27])=[CH:24][CH:25]=2)[CH2:14]1)[C:7]1[CH:8]=[CH:9][CH:10]=[CH:11][CH:12]=1, predict the reactants needed to synthesize it. The reactants are: [CH2:1]1COCC1.[CH2:6]([N:13]1[CH2:18][CH2:17][NH:16][CH:15]([CH2:19][C:20]2[CH:25]=[CH:24][C:23]([O:26][CH3:27])=[CH:22][CH:21]=2)[CH2:14]1)[C:7]1[CH:12]=[CH:11][CH:10]=[CH:9][CH:8]=1.C=O.C(O[BH-](OC(=O)C)OC(=O)C)(=O)C.[Na+]. (3) Given the product [Cl:4][C:5]1[CH:6]=[CH:7][C:8]2[N:9]([C:11]([C:14]3[CH:16]=[CH:17][C:18]4[C:23](=[CH:24][CH:25]=[CH:20][CH:19]=4)[N:22]=3)=[CH:12][N:13]=2)[N:10]=1, predict the reactants needed to synthesize it. The reactants are: O[PH2]=O.[Cl:4][C:5]1[CH:6]=[CH:7][C:8]2[N:9]([C:11]([CH:14]([C:16]3[CH:17]=[C:18]4[C:23](=[CH:24][CH:25]=3)[N:22]=C[CH:20]=[CH:19]4)O)=[CH:12][N:13]=2)[N:10]=1.II. (4) The reactants are: [Br:1][C:2]1[CH:12]=[C:6]([C:7]([O:9][CH2:10][CH3:11])=[O:8])[C:5]([OH:13])=[CH:4][CH:3]=1.Cl[C:15]1[C:24]2[C:19](=[CH:20][C:21]([O:27][CH3:28])=[C:22]([O:25][CH3:26])[CH:23]=2)[N:18]=[CH:17][CH:16]=1. Given the product [Br:1][C:2]1[CH:3]=[CH:4][C:5]([O:13][C:15]2[C:24]3[C:19](=[CH:20][C:21]([O:27][CH3:28])=[C:22]([O:25][CH3:26])[CH:23]=3)[N:18]=[CH:17][CH:16]=2)=[C:6]([CH:12]=1)[C:7]([O:9][CH2:10][CH3:11])=[O:8], predict the reactants needed to synthesize it. (5) Given the product [CH:1]1([C:4]2[O:8][N:7]=[C:6]([C:9]3[CH:14]=[CH:13][CH:12]=[CH:11][C:10]=3[O:15][C:16]([F:18])([F:19])[F:17])[C:5]=2[CH2:20][O:21][CH:22]2[CH2:28][CH:27]3[N:29]([C:30]4[S:31][C:32]5[CH:38]=[C:37]([C:39]([OH:41])=[O:40])[CH:36]=[C:35]([O:43][CH3:44])[C:33]=5[N:34]=4)[CH:24]([CH2:25][CH2:26]3)[CH2:23]2)[CH2:3][CH2:2]1, predict the reactants needed to synthesize it. The reactants are: [CH:1]1([C:4]2[O:8][N:7]=[C:6]([C:9]3[CH:14]=[CH:13][CH:12]=[CH:11][C:10]=3[O:15][C:16]([F:19])([F:18])[F:17])[C:5]=2[CH2:20][O:21][CH:22]2[CH2:28][CH:27]3[N:29]([C:30]4[S:31][C:32]5[CH:38]=[C:37]([C:39]([O:41]C)=[O:40])[CH:36]=[C:35]([O:43][CH3:44])[C:33]=5[N:34]=4)[CH:24]([CH2:25][CH2:26]3)[CH2:23]2)[CH2:3][CH2:2]1.C(O)C.[OH-].[K+]. (6) Given the product [CH2:41]([N:45]([CH3:56])[C:46]1[CH:47]=[C:48]([CH:52]=[C:53]([Cl:55])[N:54]=1)[C:49]([NH:20][C@@H:6]([CH2:5][C:4]1[CH:37]=[C:38]([F:40])[CH:39]=[C:2]([F:1])[CH:3]=1)[C@H:7]([OH:19])[CH2:8][NH:9][CH2:10][C:11]1[CH:16]=[CH:15][CH:14]=[C:13]([CH2:17][CH3:18])[CH:12]=1)=[O:51])[CH2:42][CH2:43][CH3:44], predict the reactants needed to synthesize it. The reactants are: [F:1][C:2]1[CH:3]=[C:4]([CH:37]=[C:38]([F:40])[CH:39]=1)[CH2:5][C@H:6]([NH:20]C(C1C=C(C)N=C(N(CCC)CCC)N=1)=O)[C@H:7]([OH:19])[CH2:8][NH:9][CH2:10][C:11]1[CH:16]=[CH:15][CH:14]=[C:13]([CH2:17][CH3:18])[CH:12]=1.[CH2:41]([N:45]([CH3:56])[C:46]1[CH:47]=[C:48]([CH:52]=[C:53]([Cl:55])[N:54]=1)[C:49]([OH:51])=O)[CH2:42][CH2:43][CH3:44]. (7) Given the product [CH3:95][CH:96]([NH:98][CH2:99][CH:100]([OH:113])[CH2:101][O:102][C:5]1[CH:4]=[CH:3][C:2]([CH2:88][CH2:87][C:92]([O:94][CH3:33])=[O:93])=[CH:1][CH:6]=1)[CH3:97], predict the reactants needed to synthesize it. The reactants are: [CH:1]1[CH:2]=[CH:3][C:4](SC[C@H]2O[C@@H](N3C4=NC=NC(N[C@H]5[C@H](O)CCC5)=C4N=C3)[C@H](O)[C@@H]2O)=[C:5](F)[CH:6]=1.[CH3:33]NC1(C2C=CC=CC=2Cl)C(=O)CCCC1.CC1C=CC=C(C)C=1NC1SCCCN=1.CC(C1C=CC2SC3C=CC=CC=3N(CCCN(C)C)C=2C=1)=O.[CH:87](/[C:92]([OH:94])=[O:93])=[CH:88]/C(O)=O.[CH3:95][CH:96]([NH:98][CH2:99][CH:100]([OH:113])[CH2:101][O:102]C1C=CC(CCOC)=CC=1)[CH3:97].CC(NCC(O)COC1C=CC=C2C=CC=CC=12)C. (8) Given the product [CH:24]([N:23]1[C:17]2[CH:16]=[C:15]([NH:14][C:12]3[CH:11]=[CH:10][N:9]=[C:8]([C:6]4[NH:29][N:2]=[C:3]([CH3:4])[N:5]=4)[N:13]=3)[N:20]=[CH:19][C:18]=2[N:21]=[C:22]1[CH3:27])([CH3:26])[CH3:25], predict the reactants needed to synthesize it. The reactants are: C[N:2](C)/[C:3](=[N:5]/[C:6]([C:8]1[N:13]=[C:12]([NH:14][C:15]2[N:20]=[CH:19][C:18]3[N:21]=[C:22]([CH3:27])[N:23]([CH:24]([CH3:26])[CH3:25])[C:17]=3[CH:16]=2)[CH:11]=[CH:10][N:9]=1)=O)/[CH3:4].[NH2:29]N.